Predict the reactants needed to synthesize the given product. From a dataset of Full USPTO retrosynthesis dataset with 1.9M reactions from patents (1976-2016). (1) Given the product [CH:2]12[CH2:6][CH:5]([CH:4]=[CH:3]1)[CH2:11][CH2:12]2.[CH3:13][C:4]1[CH:3]=[C:2]([F:1])[CH:12]=[CH:11][C:5]=1[CH:6]=[CH:7][C:8]([O-:10])=[O:9], predict the reactants needed to synthesize it. The reactants are: [F:1][C:2]1[CH:12]=[CH:11][C:5]([CH:6]=[CH:7][C:8]([OH:10])=[O:9])=[CH:4][CH:3]=1.[CH:13]12CC(C=C1)CC2CO.C1(C)C=CC=CC=1. (2) The reactants are: [CH3:1][O:2][C:3]1[CH:4]=[C:5]2[C:9](=[CH:10][CH:11]=1)[NH:8][C:7](=[O:12])[CH2:6]2.[Li+].C[Si]([N-][Si](C)(C)C)(C)C.C1COCC1.[N:28]1([CH2:34][CH2:35][O:36][C:37]2[CH:38]=[C:39]3[C:43](=[CH:44][CH:45]=2)[C:42](=O)[O:41][CH2:40]3)[CH2:33][CH2:32][O:31][CH2:30][CH2:29]1.Cl.[OH-].[Na+]. Given the product [CH3:1][O:2][C:3]1[CH:4]=[C:5]2[C:9](=[CH:10][CH:11]=1)[NH:8][C:7](=[O:12])[C:6]2=[C:42]1[C:43]2[C:39](=[CH:38][C:37]([O:36][CH2:35][CH2:34][N:28]3[CH2:33][CH2:32][O:31][CH2:30][CH2:29]3)=[CH:45][CH:44]=2)[CH2:40][O:41]1, predict the reactants needed to synthesize it.